This data is from Retrosynthesis with 50K atom-mapped reactions and 10 reaction types from USPTO. The task is: Predict the reactants needed to synthesize the given product. (1) Given the product Cc1cc(COc2ccc(C(=O)NCC3(C4CCN(Cc5cccnc5)CC4)C(=O)NC(=O)NC3=O)cc2)c2ccccc2n1, predict the reactants needed to synthesize it. The reactants are: Cc1cc(COc2ccc(C(=O)NCC3(C4CCNCC4)C(=O)NC(=O)NC3=O)cc2)c2ccccc2n1.O=Cc1cccnc1. (2) Given the product CC(=O)Nc1cc(Cl)c(OC(F)(F)C(F)C(F)(F)F)cc1Cl, predict the reactants needed to synthesize it. The reactants are: CC(=O)Nc1cc(Cl)c(O)cc1Cl.FC(F)=C(F)C(F)(F)F. (3) Given the product COCC1=C(C(=O)NCCCc2ccccc2)C(c2cccc(Cl)c2)NC(=O)N1, predict the reactants needed to synthesize it. The reactants are: COCC1=C(C(=O)O)C(c2cccc(Cl)c2)NC(=O)N1.NCCCc1ccccc1. (4) Given the product OCc1nc2n(n1)-c1cccnc1N(c1cccc(Cl)c1)C2, predict the reactants needed to synthesize it. The reactants are: COC(=O)c1nc2n(n1)-c1cccnc1N(c1cccc(Cl)c1)C2. (5) Given the product O=C(c1ccc(Cl)cc1)c1cn(Cc2cccc(Br)n2)c2ccccc2c1=O, predict the reactants needed to synthesize it. The reactants are: CON(C)C(=O)c1cn(Cc2cccc(Br)n2)c2ccccc2c1=O.[Mg+]c1ccc(Cl)cc1. (6) Given the product COc1cc(Oc2nc(-c3ccc[n+]([O-])c3)nn3c(C(C)C)nc(C)c23)cc(OC)c1OC, predict the reactants needed to synthesize it. The reactants are: COc1cc(Oc2nc(-c3cccnc3)nn3c(C(C)C)nc(C)c23)cc(OC)c1OC.O=C(OO)c1cccc(Cl)c1. (7) Given the product O=C(O)c1ccc(C2CCN(C(=O)C(F)(F)F)CC2)cc1, predict the reactants needed to synthesize it. The reactants are: O=C(O)c1ccc(C2CCNCC2)cc1.O=C(OC(=O)C(F)(F)F)C(F)(F)F. (8) Given the product COC(=O)CNCc1ccc(Br)cc1Cl, predict the reactants needed to synthesize it. The reactants are: COC(=O)CN.O=Cc1ccc(Br)cc1Cl.